Dataset: Peptide-MHC class I binding affinity with 185,985 pairs from IEDB/IMGT. Task: Regression. Given a peptide amino acid sequence and an MHC pseudo amino acid sequence, predict their binding affinity value. This is MHC class I binding data. (1) The binding affinity (normalized) is 0.301. The MHC is HLA-B15:01 with pseudo-sequence HLA-B15:01. The peptide sequence is FATVGIFAL. (2) The peptide sequence is LLDAHIPQLVA. The MHC is HLA-B57:01 with pseudo-sequence HLA-B57:01. The binding affinity (normalized) is 0.471.